Dataset: Peptide-MHC class I binding affinity with 185,985 pairs from IEDB/IMGT. Task: Regression. Given a peptide amino acid sequence and an MHC pseudo amino acid sequence, predict their binding affinity value. This is MHC class I binding data. (1) The peptide sequence is LFCASDAKAY. The MHC is HLA-B40:01 with pseudo-sequence HLA-B40:01. The binding affinity (normalized) is 0. (2) The peptide sequence is LSYDQLLDSSL. The MHC is H-2-Kb with pseudo-sequence H-2-Kb. The binding affinity (normalized) is 0.308. (3) The peptide sequence is KVLSIMAFI. The MHC is HLA-A32:01 with pseudo-sequence HLA-A32:01. The binding affinity (normalized) is 0.561. (4) The peptide sequence is HYGVRTCEV. The MHC is H-2-Kd with pseudo-sequence H-2-Kd. The binding affinity (normalized) is 0.152. (5) The peptide sequence is QTVEDEARRM. The MHC is HLA-B57:01 with pseudo-sequence HLA-B57:01. The binding affinity (normalized) is 0.269.